From a dataset of Reaction yield outcomes from USPTO patents with 853,638 reactions. Predict the reaction yield, written as a fraction of the theoretical maximum amount of product (1.0 means a 100% yield; for example, 0.34 means a 34% yield). (1) The reactants are [CH:1]1([C:5]([C:7]2[CH:12]=[CH:11][CH:10]=[CH:9][N:8]=2)=O)[CH2:4][CH2:3][CH2:2]1.[BH3-]C#[N:15].[Na+]. The catalyst is CO. The product is [CH:1]1([CH:5]([C:7]2[CH:12]=[CH:11][CH:10]=[CH:9][N:8]=2)[NH2:15])[CH2:4][CH2:3][CH2:2]1. The yield is 0.980. (2) The reactants are [O:1]=[C:2]1[C:10]2([C:22]3[C:13](=[CH:14][C:15]4[O:20][CH2:19][CH2:18][O:17][C:16]=4[CH:21]=3)[O:12][CH2:11]2)[C:9]2[C:4](=[CH:5][CH:6]=[CH:7][CH:8]=2)[N:3]1[CH2:23][C:24]1[C:29]([C:30](O)=[O:31])=[CH:28][CH:27]=[CH:26][N:25]=1.Cl.CN.O[N:37]1[C:41]2C=CC=CC=2N=N1.CN1CCOCC1. The product is [CH3:41][NH:37][C:30]([C:29]1[C:24]([CH2:23][N:3]2[C:4]3[C:9](=[CH:8][CH:7]=[CH:6][CH:5]=3)[C:10]3([C:22]4[C:13](=[CH:14][C:15]5[O:20][CH2:19][CH2:18][O:17][C:16]=5[CH:21]=4)[O:12][CH2:11]3)[C:2]2=[O:1])=[N:25][CH:26]=[CH:27][CH:28]=1)=[O:31]. The yield is 0.920. The catalyst is O.CN(C)C=O. (3) The reactants are [Cl:1][C:2]1[CH:3]=[C:4]([C:8]2[N:12]=[C:11]([CH2:13][CH2:14][C:15]([NH:17][NH2:18])=[O:16])[O:10][N:9]=2)[CH:5]=[CH:6][CH:7]=1.[CH2:19]([O:21][C:22]([C:24]1[S:25][CH:26]=[CH:27][CH:28]=1)=N)[CH3:20]. The catalyst is C(O)C. The product is [CH2:19]([O:21][C:22](=[N:18][NH:17][C:15](=[O:16])[CH2:14][CH2:13][C:11]1[O:10][N:9]=[C:8]([C:4]2[CH:5]=[CH:6][CH:7]=[C:2]([Cl:1])[CH:3]=2)[N:12]=1)[C:24]1[S:25][CH:26]=[CH:27][CH:28]=1)[CH3:20]. The yield is 0.750. (4) The reactants are [Cl:1][C:2]1[CH:8]=[CH:7][CH:6]=[C:5]([Cl:9])[C:3]=1[NH2:4].[F:10][C:11]([F:22])([F:21])[C:12](O[C:12](=[O:13])[C:11]([F:22])([F:21])[F:10])=[O:13]. The catalyst is ClCCl. The product is [Cl:1][C:2]1[CH:8]=[CH:7][CH:6]=[C:5]([Cl:9])[C:3]=1[NH:4][C:12](=[O:13])[C:11]([F:22])([F:21])[F:10]. The yield is 0.930. (5) The reactants are [CH2:1]([C:8]1[NH:13][C:12](=[O:14])[C:11](Br)=[CH:10][N:9]=1)[C:2]1[CH:7]=[CH:6][CH:5]=[CH:4][CH:3]=1.[CH2:16]([O:23][C:24]1[CH:29]=[CH:28][C:27](B(O)O)=[CH:26][C:25]=1[F:33])[C:17]1[CH:22]=[CH:21][CH:20]=[CH:19][CH:18]=1.[Cl-].[Li+]. The catalyst is O1CCOCC1.C([O-])([O-])=O.[Na+].[Na+].C1C=CC([P]([Pd]([P](C2C=CC=CC=2)(C2C=CC=CC=2)C2C=CC=CC=2)([P](C2C=CC=CC=2)(C2C=CC=CC=2)C2C=CC=CC=2)[P](C2C=CC=CC=2)(C2C=CC=CC=2)C2C=CC=CC=2)(C2C=CC=CC=2)C2C=CC=CC=2)=CC=1. The product is [CH2:1]([C:8]1[NH:13][C:12](=[O:14])[C:11]([C:27]2[CH:28]=[CH:29][C:24]([O:23][CH2:16][C:17]3[CH:18]=[CH:19][CH:20]=[CH:21][CH:22]=3)=[C:25]([F:33])[CH:26]=2)=[CH:10][N:9]=1)[C:2]1[CH:7]=[CH:6][CH:5]=[CH:4][CH:3]=1. The yield is 0.650. (6) The reactants are [Br:1][C:2]1[C:3]([F:12])=[C:4]2[C:10]([NH2:11])=[CH:9][NH:8][C:5]2=[N:6][CH:7]=1.[CH3:13][C:14]1[C:15]([C:20](O)=[O:21])=[N:16][CH:17]=[CH:18][CH:19]=1.O=C1N(P(Cl)(N2CCOC2=O)=O)CCO1.C(N(CC)CC)C. The catalyst is C(Cl)Cl. The product is [Br:1][C:2]1[C:3]([F:12])=[C:4]2[C:10]([NH:11][C:20](=[O:21])[C:15]3[C:14]([CH3:13])=[CH:19][CH:18]=[CH:17][N:16]=3)=[CH:9][NH:8][C:5]2=[N:6][CH:7]=1. The yield is 0.650. (7) The reactants are [CH3:1][C:2]1[C:3]([C:11]2[S:15][C:14]([C:16]([OH:18])=O)=[CH:13][CH:12]=2)=[N:4][O:5][C:6]=1[C:7]([F:10])([F:9])[F:8].[NH:19]1[CH2:23][CH2:22][CH2:21][C@H:20]1[CH2:24][N:25]1[CH2:29][CH2:28][CH2:27][CH2:26]1.C1COCC1.N1CCCCC1. The catalyst is C(N(CC)CC)C. The product is [CH3:1][C:2]1[C:3]([C:11]2[S:15][C:14]([C:16]([N:19]3[CH2:23][CH2:22][CH2:21][C@H:20]3[CH2:24][N:25]3[CH2:29][CH2:28][CH2:27][CH2:26]3)=[O:18])=[CH:13][CH:12]=2)=[N:4][O:5][C:6]=1[C:7]([F:8])([F:9])[F:10]. The yield is 0.850. (8) The reactants are C=C[C:3]1[CH:8]=[CH:7][CH:6]=[CH:5][CH:4]=1.C[N+]1([O-])[CH2:15][CH2:14][O:13]CC1.O.CC(C)=[O:20].C(#N)C. No catalyst specified. The product is [C:3]1([CH:14]([OH:13])[CH2:15][OH:20])[CH:8]=[CH:7][CH:6]=[CH:5][CH:4]=1. The yield is 0.862. (9) The reactants are [N+:1]([C:4]1[C:5]([NH:13][C:14](=O)[C:15]([F:21])([F:20])[C:16]([F:19])([F:18])[F:17])=[C:6]([CH:10]=[CH:11][CH:12]=1)[C:7](N)=[O:8])([O-])=O.[H][H].[OH-:25].[Na+].Cl. The product is [F:20][C:15]([F:21])([C:14]1[NH:13][C:5]2[C:6]([C:7]([OH:25])=[O:8])=[CH:10][CH:11]=[CH:12][C:4]=2[N:1]=1)[C:16]([F:19])([F:18])[F:17]. The catalyst is CO.[Pd].O. The yield is 0.750.